This data is from Full USPTO retrosynthesis dataset with 1.9M reactions from patents (1976-2016). The task is: Predict the reactants needed to synthesize the given product. (1) Given the product [F:21][C:18]1[CH:17]=[CH:16][C:15]([CH2:14][C:11]2[CH:12]=[C:13]3[C:8]([C:7]([OH:22])=[C:6]([C:23]([NH:25][CH2:26][CH2:27][CH2:28][N:29]4[CH2:30][CH2:31][O:32][CH2:33][CH2:34]4)=[O:24])[C:5](=[O:35])[N:4]3[CH2:3][CH2:2][NH:1][C:46](=[O:47])[O:48][CH3:49])=[N:9][CH:10]=2)=[CH:20][CH:19]=1, predict the reactants needed to synthesize it. The reactants are: [NH2:1][CH2:2][CH2:3][N:4]1[C:13]2[C:8](=[N:9][CH:10]=[C:11]([CH2:14][C:15]3[CH:20]=[CH:19][C:18]([F:21])=[CH:17][CH:16]=3)[CH:12]=2)[C:7]([OH:22])=[C:6]([C:23]([NH:25][CH2:26][CH2:27][CH2:28][N:29]2[CH2:34][CH2:33][O:32][CH2:31][CH2:30]2)=[O:24])[C:5]1=[O:35].C(N(C(C)C)CC)(C)C.Cl[C:46]([O:48][CH3:49])=[O:47]. (2) Given the product [C:47]([O:46][C:44]([N:43]1[CH2:42][C@H:40]([CH2:41][NH:37][C:35]([O:34][C:30]([CH3:32])([CH3:31])[CH3:33])=[O:36])[CH2:39][CH:38]1[CH2:51][C:52]#[CH:2])=[O:45])([CH3:50])([CH3:49])[CH3:48], predict the reactants needed to synthesize it. The reactants are: O=[C:2](C)CP(=O)(OC)OC.C(=O)([O-])[O-].[K+].[K+].S(N=[N+]=[N-])(C1C=CC(C)=CC=1)(=O)=O.[C:30]([O:34][C:35]([N:37]1[CH2:41][C@H:40]([CH2:42][NH:43][C:44]([O:46][C:47]([CH3:50])([CH3:49])[CH3:48])=[O:45])[CH2:39][CH:38]1[CH2:51][CH:52]=O)=[O:36])([CH3:33])([CH3:32])[CH3:31].